From a dataset of Aqueous solubility values for 9,982 compounds from the AqSolDB database. Regression/Classification. Given a drug SMILES string, predict its absorption, distribution, metabolism, or excretion properties. Task type varies by dataset: regression for continuous measurements (e.g., permeability, clearance, half-life) or binary classification for categorical outcomes (e.g., BBB penetration, CYP inhibition). For this dataset (solubility_aqsoldb), we predict Y. The drug is CCc1cnc(C2=NC(C)(C(C)C)C(=O)N2)c(C(=O)O)c1. The Y is -2.32 log mol/L.